From a dataset of NCI-60 drug combinations with 297,098 pairs across 59 cell lines. Regression. Given two drug SMILES strings and cell line genomic features, predict the synergy score measuring deviation from expected non-interaction effect. Drug 1: CS(=O)(=O)C1=CC(=C(C=C1)C(=O)NC2=CC(=C(C=C2)Cl)C3=CC=CC=N3)Cl. Drug 2: C1CC(=O)NC(=O)C1N2CC3=C(C2=O)C=CC=C3N. Cell line: LOX IMVI. Synergy scores: CSS=1.67, Synergy_ZIP=-6.01, Synergy_Bliss=-12.7, Synergy_Loewe=-10.8, Synergy_HSA=-10.8.